From a dataset of Forward reaction prediction with 1.9M reactions from USPTO patents (1976-2016). Predict the product of the given reaction. (1) Given the reactants [Cl:1][C:2]1[CH:3]=[C:4]([C:8]2[CH:9]=[C:10]([C:20]([O-:22])=O)[C:11]([C:14]3[CH:19]=[CH:18][CH:17]=[CH:16][N:15]=3)=[N:12][CH:13]=2)[CH:5]=[N:6][CH:7]=1.[Na+].[CH3:24][O:25][C:26]1[C:31]([O:32][CH3:33])=[CH:30][CH:29]=[C:28]([CH2:34][NH2:35])[N:27]=1.C(Cl)CCl.C1C=NC2N(O)N=NC=2C=1.C(N(C(C)C)CC)(C)C, predict the reaction product. The product is: [Cl:1][C:2]1[CH:3]=[C:4]([C:8]2[CH:9]=[C:10]([C:20]([NH:35][CH2:34][C:28]3[CH:29]=[CH:30][C:31]([O:32][CH3:33])=[C:26]([O:25][CH3:24])[N:27]=3)=[O:22])[C:11]([C:14]3[CH:19]=[CH:18][CH:17]=[CH:16][N:15]=3)=[N:12][CH:13]=2)[CH:5]=[N:6][CH:7]=1. (2) Given the reactants [CH3:1][N:2]1[CH:6]=[C:5]([C:7]2[CH:39]=[CH:38][C:10]3[N:11]([C:14]4[S:18][C:17]([C:19]([NH2:21])=[O:20])=[C:16]([O:22][CH:23]([C:25]5[CH:30]=[CH:29][CH:28]=[C:27]([O:31][CH:32]6[CH2:37][CH2:36][NH:35][CH2:34][CH2:33]6)[CH:26]=5)[CH3:24])[CH:15]=4)[CH:12]=[N:13][C:9]=3[CH:8]=2)[CH:4]=[N:3]1.[C:40](O)(=O)C.C=O.[Na].[OH-].[Na+], predict the reaction product. The product is: [CH3:40][N:35]1[CH2:34][CH2:33][CH:32]([O:31][C:27]2[CH:26]=[C:25]([CH:23]([O:22][C:16]3[CH:15]=[C:14]([N:11]4[C:10]5[CH:38]=[CH:39][C:7]([C:5]6[CH:4]=[N:3][N:2]([CH3:1])[CH:6]=6)=[CH:8][C:9]=5[N:13]=[CH:12]4)[S:18][C:17]=3[C:19]([NH2:21])=[O:20])[CH3:24])[CH:30]=[CH:29][CH:28]=2)[CH2:37][CH2:36]1. (3) The product is: [CH:17]1(/[C:20](/[C:22]2[CH:27]=[CH:26][N:25]=[C:24]([O:28][CH2:29][CH:30]3[CH2:35][CH2:34][N:33]([C:36]([O:38][C:39]([CH3:42])([CH3:41])[CH3:40])=[O:37])[CH2:32][CH2:31]3)[CH:23]=2)=[CH:9]\[C:10]([O:12][CH2:13][CH3:14])=[O:11])[CH2:19][CH2:18]1. Given the reactants C(OP([CH2:9][C:10]([O:12][CH2:13][CH3:14])=[O:11])(OCC)=O)C.[H-].[Na+].[CH:17]1([C:20]([C:22]2[CH:27]=[CH:26][N:25]=[C:24]([O:28][CH2:29][CH:30]3[CH2:35][CH2:34][N:33]([C:36]([O:38][C:39]([CH3:42])([CH3:41])[CH3:40])=[O:37])[CH2:32][CH2:31]3)[CH:23]=2)=O)[CH2:19][CH2:18]1.[Cl-].[NH4+], predict the reaction product. (4) The product is: [NH2:14][C:13]1[C:3]2[CH:4]=[C:5]3[C:10]([CH2:9][CH2:8][CH2:7][C:6]3=[O:12])=[CH:11][C:2]=2[O:1][C:21]=1[C:20](=[O:23])[C:19]1[CH:24]=[CH:25][CH:26]=[C:17]([O:16][CH3:15])[CH:18]=1. Given the reactants [OH:1][C:2]1[C:3]([C:13]#[N:14])=[CH:4][C:5]2[C:6](=[O:12])[CH2:7][CH2:8][CH2:9][C:10]=2[CH:11]=1.[CH3:15][O:16][C:17]1[CH:18]=[C:19]([CH:24]=[CH:25][CH:26]=1)[C:20](=[O:23])[CH2:21]Br.C(=O)([O-])[O-].[K+].[K+].C(OCC)(=O)C, predict the reaction product. (5) Given the reactants C([O:8][C:9]1[CH:14]=[CH:13][C:12]([C:15]2[CH2:16][CH2:17][N:18]([CH2:21][CH2:22][C:23]([O:25][C:26]([CH3:29])([CH3:28])[CH3:27])=[O:24])[CH2:19][CH:20]=2)=[C:11]([C:30]2[CH2:34][C:33]([CH2:43][C:44]([O:46][C:47]([CH3:50])([CH3:49])[CH3:48])=[O:45])([CH2:35][C:36](=[O:42])[O:37][C:38]([CH3:41])([CH3:40])[CH3:39])[O:32][N:31]=2)[CH:10]=1)C1C=CC=CC=1, predict the reaction product. The product is: [C:38]([O:37][C:36](=[O:42])[CH2:35][C:33]1([CH2:43][C:44](=[O:45])[O:46][C:47]([CH3:50])([CH3:49])[CH3:48])[O:32][N:31]=[C:30]([C:11]2[CH:10]=[C:9]([OH:8])[CH:14]=[CH:13][C:12]=2[CH:15]2[CH2:16][CH2:17][N:18]([CH2:21][CH2:22][C:23]([O:25][C:26]([CH3:29])([CH3:27])[CH3:28])=[O:24])[CH2:19][CH2:20]2)[CH2:34]1)([CH3:39])([CH3:40])[CH3:41].